From a dataset of Reaction yield outcomes from USPTO patents with 853,638 reactions. Predict the reaction yield, written as a fraction of the theoretical maximum amount of product (1.0 means a 100% yield; for example, 0.34 means a 34% yield). (1) The reactants are Cl.[N:2]1[CH:7]=[CH:6][CH:5]=[C:4]([CH2:8][C:9]([OH:11])=O)[CH:3]=1.[P:12]([OH:15])([OH:14])[OH:13].N1C=CC=C(CC(O)=O)C=1.[OH:26][PH:27]([OH:29])=[O:28].P(Cl)(Cl)(Cl)=O. The catalyst is O.C1(C)C=CC=CC=1. The product is [CH:6]1[CH:7]=[N:2][CH:3]=[C:4]([CH2:8][C:9]([P:27]([OH:29])([OH:28])=[O:26])([P:12]([OH:15])([OH:14])=[O:13])[OH:11])[CH:5]=1. The yield is 0.560. (2) The reactants are [CH3:1][O:2][C:3]([C@@H:5]1[CH2:12][CH2:11][CH2:10][CH2:9][CH2:8][CH2:7][C@@H:6]1[NH2:13])=[O:4].[F:14][C:15]1[CH:22]=[CH:21][C:18]([CH:19]=O)=[CH:17][CH:16]=1.C([BH3-])#N.[Na+].C(=O)(O)[O-].[Na+]. The catalyst is CO.C(O)(=O)C. The product is [CH3:1][O:2][C:3]([C@@H:5]1[CH2:12][CH2:11][CH2:10][CH2:9][CH2:8][CH2:7][C@@H:6]1[NH:13][CH2:19][C:18]1[CH:21]=[CH:22][C:15]([F:14])=[CH:16][CH:17]=1)=[O:4]. The yield is 0.670. (3) The reactants are [Br:1][C:2]1[CH:7]=[CH:6][C:5]([C:8]2(O)[C:16]3[C:11](=[CH:12][CH:13]=[CH:14][CH:15]=3)[N:10]([CH:17]([C:24]3[CH:29]=[CH:28][CH:27]=[CH:26][CH:25]=3)[C:18]3[CH:23]=[CH:22][CH:21]=[CH:20][CH:19]=3)[C:9]2=[O:30])=[C:4]([OH:32])[CH:3]=1.FC(F)(F)C(O)=O. The catalyst is C([SiH](CC)CC)C. The product is [Br:1][C:2]1[CH:7]=[CH:6][C:5]([CH:8]2[C:16]3[C:11](=[CH:12][CH:13]=[CH:14][CH:15]=3)[N:10]([CH:17]([C:24]3[CH:25]=[CH:26][CH:27]=[CH:28][CH:29]=3)[C:18]3[CH:23]=[CH:22][CH:21]=[CH:20][CH:19]=3)[C:9]2=[O:30])=[C:4]([OH:32])[CH:3]=1. The yield is 0.790. (4) The reactants are [Cl:1][C:2]1[C:3]([O:12][C:13]2[CH:18]=[C:17]([OH:19])[CH:16]=[CH:15][C:14]=2[CH2:20][CH2:21][C:22]([O:24][CH2:25][CH3:26])=[O:23])=[N:4][CH:5]=[C:6]([C:8]([F:11])([F:10])[F:9])[CH:7]=1.[H-].[Na+].Br[CH2:30][CH2:31][CH:32]=[CH2:33].O. The catalyst is CN(C)C=O. The product is [CH2:33]([O:19][C:17]1[CH:16]=[CH:15][C:14]([CH2:20][CH2:21][C:22]([O:24][CH2:25][CH3:26])=[O:23])=[C:13]([O:12][C:3]2[C:2]([Cl:1])=[CH:7][C:6]([C:8]([F:9])([F:11])[F:10])=[CH:5][N:4]=2)[CH:18]=1)[CH2:32][CH:31]=[CH2:30]. The yield is 0.580. (5) The catalyst is C(Cl)Cl. The product is [CH2:44]([N:43]([CH2:42][C:41]1[CH:40]=[CH:39][C:38]([Cl:37])=[CH:48][CH:47]=1)[C:11](=[O:12])[O:21][CH2:22][C@H:23]([NH:30][C:31](=[O:36])[CH2:32][CH2:33][CH:34]=[CH2:35])[C:24]1[CH:29]=[CH:28][CH:27]=[CH:26][CH:25]=1)[CH:45]=[CH2:46]. The reactants are C1C([N+]([O-])=O)=CC=C([Cl-][C:11]([O-])=[O:12])C=1.C(N(CC)CC)C.[OH:21][CH2:22][C@H:23]([NH:30][C:31](=[O:36])[CH2:32][CH2:33][CH:34]=[CH2:35])[C:24]1[CH:29]=[CH:28][CH:27]=[CH:26][CH:25]=1.[Cl:37][C:38]1[CH:48]=[CH:47][C:41]([CH2:42][NH:43][CH2:44][CH:45]=[CH2:46])=[CH:40][CH:39]=1. The yield is 0.180. (6) The reactants are [Br:1][C:2]1[CH:3]=[C:4]([N:16](S(C)(=O)=O)[S:17]([CH3:20])(=[O:19])=[O:18])[C:5]([NH:8][C:9](=[O:15])[O:10][C:11]([CH3:14])([CH3:13])[CH3:12])=[N:6][CH:7]=1.CN(C)CCN. The catalyst is O1CCOCC1.C(OCC)(=O)C. The product is [Br:1][C:2]1[CH:3]=[C:4]([NH:16][S:17]([CH3:20])(=[O:19])=[O:18])[C:5]([NH:8][C:9](=[O:15])[O:10][C:11]([CH3:14])([CH3:13])[CH3:12])=[N:6][CH:7]=1. The yield is 1.00. (7) The reactants are [CH2:1]([OH:8])[C:2]1[CH:7]=[CH:6][CH:5]=[CH:4][CH:3]=1.Cl[S:10]([N:13]=[C:14]=[O:15])(=[O:12])=[O:11].[S:16]1[CH:20]=[CH:19][CH:18]=[C:17]1[CH2:21][CH2:22][NH2:23].Cl. The catalyst is ClCCl.N1C=CC=CC=1. The product is [S:16]1[CH:20]=[CH:19][CH:18]=[C:17]1[CH2:21][CH2:22][NH:23][S:10]([NH:13][C:14](=[O:15])[O:8][CH2:1][C:2]1[CH:7]=[CH:6][CH:5]=[CH:4][CH:3]=1)(=[O:12])=[O:11]. The yield is 0.870. (8) The yield is 0.800. The catalyst is ClCCl. The reactants are Cl.[O:2]=[C:3]([N:27]1[CH2:31][CH2:30][CH2:29][CH2:28]1)[C@@H:4]([NH:12][C:13](=[O:26])[C@@H:14]([NH2:25])[CH2:15][C:16]1[C:17]2[CH:24]=[CH:23][CH:22]=[CH:21][C:18]=2[S:19][CH:20]=1)[CH2:5][C:6]1[CH:11]=[CH:10][CH:9]=[CH:8][CH:7]=1.[CH3:32][O:33][C:34]1[CH:39]=[C:38]([O:40][CH3:41])[CH:37]=[CH:36][C:35]=1[CH2:42][N:43]([O:55][CH2:56][C:57]1[CH:62]=[CH:61][C:60]([O:63][CH3:64])=[CH:59][CH:58]=1)[C:44]([CH2:46][C@@H:47]([CH2:51][CH2:52][CH2:53][CH3:54])[C:48](O)=[O:49])=[O:45].[Na].C(Cl)CCl.C1C=CC2N(O)N=NC=2C=1.CN1CCOCC1. The product is [O:2]=[C:3]([N:27]1[CH2:31][CH2:30][CH2:29][CH2:28]1)[C@@H:4]([NH:12][C:13]([C@@H:14]([NH:25][C:48](=[O:49])[C@H:47]([CH2:51][CH2:52][CH2:53][CH3:54])[CH2:46][C:44]([N:43]([CH2:42][C:35]1[CH:36]=[CH:37][C:38]([O:40][CH3:41])=[CH:39][C:34]=1[O:33][CH3:32])[O:55][CH2:56][C:57]1[CH:58]=[CH:59][C:60]([O:63][CH3:64])=[CH:61][CH:62]=1)=[O:45])[CH2:15][C:16]1[C:17]2[CH:24]=[CH:23][CH:22]=[CH:21][C:18]=2[S:19][CH:20]=1)=[O:26])[CH2:5][C:6]1[CH:7]=[CH:8][CH:9]=[CH:10][CH:11]=1.